Task: Predict the reaction yield, written as a fraction of the theoretical maximum amount of product (1.0 means a 100% yield; for example, 0.34 means a 34% yield).. Dataset: Reaction yield outcomes from USPTO patents with 853,638 reactions The product is [N+:8]([C:5]1[N:6]=[CH:7][C:2]([OH:13])=[CH:3][CH:4]=1)([O-:10])=[O:9]. The yield is 0.218. The reactants are Br[C:2]1[CH:3]=[CH:4][C:5]([N+:8]([O-:10])=[O:9])=[N:6][CH:7]=1.CC([O-])=[O:13].[K+]. The catalyst is CN(C=O)C.CC([O-])=O.CC([O-])=O.[Pd+2].